Dataset: Full USPTO retrosynthesis dataset with 1.9M reactions from patents (1976-2016). Task: Predict the reactants needed to synthesize the given product. Given the product [C:51]([Si:48]([CH3:50])([CH3:49])[O:33][CH:24]1[CH2:25][C:26]2[NH:27][C:28](=[O:32])[CH:29]=[CH:30][C:31]=2[C:21]2[CH:20]=[CH:19][CH:18]=[C:17]([N:10]3[N:9]=[CH:8][C:7]4[C:12](=[C:13]([F:15])[CH:14]=[C:5]([C:1]([CH3:4])([CH3:2])[CH3:3])[CH:6]=4)[C:11]3=[O:16])[C:22]=2[CH2:23]1)([CH3:54])([CH3:53])[CH3:52], predict the reactants needed to synthesize it. The reactants are: [C:1]([C:5]1[CH:6]=[C:7]2[C:12](=[C:13]([F:15])[CH:14]=1)[C:11](=[O:16])[N:10]([C:17]1[C:22]3[CH2:23][CH:24]([OH:33])[CH2:25][C:26]4[NH:27][C:28](=[O:32])[CH:29]=[CH:30][C:31]=4[C:21]=3[CH:20]=[CH:19][CH:18]=1)[N:9]=[CH:8]2)([CH3:4])([CH3:3])[CH3:2].N1C(C)=CC=CC=1C.FC(F)(F)S(O[Si:48]([C:51]([CH3:54])([CH3:53])[CH3:52])([CH3:50])[CH3:49])(=O)=O.[NH4+].[Cl-].